Task: Predict the reaction yield, written as a fraction of the theoretical maximum amount of product (1.0 means a 100% yield; for example, 0.34 means a 34% yield).. Dataset: Reaction yield outcomes from USPTO patents with 853,638 reactions (1) The reactants are Br[C:2]1[CH:3]=[C:4]2[C:8](=[CH:9][C:10]=1[Cl:11])[NH:7][CH:6]=[CH:5]2.C(=O)([O-])[O-].[Na+].[Na+].[CH2:18]([O:20][C:21]1[CH:26]=[CH:25][C:24](B(O)O)=[CH:23][CH:22]=1)[CH3:19].N#N. The catalyst is CCO.O.C1(C)C=CC=CC=1.C1C=CC([P]([Pd]([P](C2C=CC=CC=2)(C2C=CC=CC=2)C2C=CC=CC=2)([P](C2C=CC=CC=2)(C2C=CC=CC=2)C2C=CC=CC=2)[P](C2C=CC=CC=2)(C2C=CC=CC=2)C2C=CC=CC=2)(C2C=CC=CC=2)C2C=CC=CC=2)=CC=1. The product is [Cl:11][C:10]1[CH:9]=[C:8]2[C:4]([CH:5]=[CH:6][NH:7]2)=[CH:3][C:2]=1[C:24]1[CH:25]=[CH:26][C:21]([O:20][CH2:18][CH3:19])=[CH:22][CH:23]=1. The yield is 0.860. (2) The reactants are [F-].C([N+](CCCC)(CCCC)CCCC)CCC.[CH2:19]([O:26][C:27]([N:29]1[CH2:33][C@@H:32]([S:34][CH3:35])[CH2:31][C@H:30]1[CH2:36][O:37][Si](C(C)(C)C)(C)C)=[O:28])[C:20]1[CH:25]=[CH:24][CH:23]=[CH:22][CH:21]=1. The catalyst is O1CCCC1. The product is [CH2:19]([O:26][C:27]([N:29]1[CH2:33][C@@H:32]([S:34][CH3:35])[CH2:31][C@H:30]1[CH2:36][OH:37])=[O:28])[C:20]1[CH:25]=[CH:24][CH:23]=[CH:22][CH:21]=1. The yield is 1.00. (3) The reactants are [Cl:1][C:2]1([C:22]([O:24]CC)=[O:23])[CH:7]=[CH:6][C:5]([N:8]([C:12]2[CH:17]=[CH:16][CH:15]=[CH:14][C:13]=2[C:18]([F:21])([F:20])[F:19])[C:9](=[O:11])[NH2:10])=[CH:4][CH2:3]1.[OH-].[K+]. The catalyst is CO. The product is [Cl:1][C:2]1([C:22]([OH:24])=[O:23])[CH:3]=[CH:4][C:5]([N:8]([C:12]2[CH:17]=[CH:16][CH:15]=[CH:14][C:13]=2[C:18]([F:21])([F:19])[F:20])[C:9](=[O:11])[NH2:10])=[CH:6][CH2:7]1. The yield is 0.920. (4) The reactants are Br[C:2]1[C:11]2[O:10][CH2:9][CH2:8][O:7][C:6]=2[CH:5]=[C:4]([Cl:12])[CH:3]=1.C([Li])CCC.[B:18](OC)([O:21]C)[O:19]C.[NH4+].[Cl-]. The catalyst is CCOCC.CCCCCC. The product is [Cl:12][C:4]1[CH:3]=[C:2]([B:18]([OH:21])[OH:19])[C:11]2[O:10][CH2:9][CH2:8][O:7][C:6]=2[CH:5]=1. The yield is 0.870. (5) The reactants are Br[CH2:2][CH2:3][CH2:4][CH:5]=[CH2:6].C([O-])([O-])=O.[K+].[K+].[C:13]1(=[O:23])[NH:17][C:16](=[O:18])[C:15]2=[CH:19][CH:20]=[CH:21][CH:22]=[C:14]12.[K].O. The catalyst is CN(C=O)C. The product is [CH2:2]([N:17]1[C:13](=[O:23])[C:14]2[C:15](=[CH:19][CH:20]=[CH:21][CH:22]=2)[C:16]1=[O:18])[CH2:3][CH2:4][CH:5]=[CH2:6]. The yield is 0.725. (6) The reactants are Cl.[NH2:2][C@H:3]([CH:19]([CH3:21])[CH3:20])[C:4]([N:6]1[CH2:11][CH2:10][CH:9]([C:12]2[CH:17]=[CH:16][C:15]([Cl:18])=[CH:14][CH:13]=2)[CH2:8][CH2:7]1)=[O:5].[Cl:22][CH2:23][C:24](Cl)=[O:25]. The catalyst is C(Cl)Cl. The product is [Cl:22][CH2:23][C:24]([NH:2][C@H:3]([CH:19]([CH3:21])[CH3:20])[C:4]([N:6]1[CH2:11][CH2:10][CH:9]([C:12]2[CH:13]=[CH:14][C:15]([Cl:18])=[CH:16][CH:17]=2)[CH2:8][CH2:7]1)=[O:5])=[O:25]. The yield is 0.920. (7) The reactants are [O:1]1[CH2:5][CH2:4][O:3][CH:2]1[C:6]1[CH:7]=[CH:8][C:9]2[O:13][CH:12]=[CH:11][C:10]=2[CH:14]=1.C([Li])CCC.C([C:22]([O:24][CH3:25])=[O:23])#N.O. The catalyst is C1COCC1.C(OCC)(=O)C. The product is [CH3:25][O:24][C:22]([C:12]1[O:13][C:9]2[CH:8]=[CH:7][C:6]([CH:2]3[O:3][CH2:4][CH2:5][O:1]3)=[CH:14][C:10]=2[CH:11]=1)=[O:23]. The yield is 0.440.